This data is from Full USPTO retrosynthesis dataset with 1.9M reactions from patents (1976-2016). The task is: Predict the reactants needed to synthesize the given product. (1) Given the product [P:1]([O-:5])([O-:4])([O-:3])=[O:2].[U+4:11].[P:6]([O-:10])([O-:9])([O-:8])=[O:7].[P:1]([O-:5])([O-:4])([O-:3])=[O:2].[P:1]([O-:5])([O-:4])([O-:3])=[O:2].[U+4:11].[U+4:11], predict the reactants needed to synthesize it. The reactants are: [P:1](=[O:5])([OH:4])([OH:3])[OH:2].[P:6](=[O:10])([OH:9])([OH:8])[OH:7].[U+4:11]. (2) Given the product [NH:13]1[CH2:14][CH2:15][C:9]2([O:10][C:5]3[CH:4]=[C:3]([C:1]#[N:2])[CH:27]=[CH:26][C:6]=3[N:7]3[CH:25]=[CH:24][CH:23]=[C:8]23)[CH2:11][CH2:12]1, predict the reactants needed to synthesize it. The reactants are: [C:1]([C:3]1[CH:27]=[CH:26][C:6]2[N:7]3[CH:25]=[CH:24][CH:23]=[C:8]3[C:9]3([CH2:15][CH2:14][N:13](C(OC(C)(C)C)=O)[CH2:12][CH2:11]3)[O:10][C:5]=2[CH:4]=1)#[N:2].O1CCOCC1. (3) Given the product [CH:16]1([C@H:11]([NH:10][C:8]([C:5]2[CH:6]=[CH:7][C:2]([C:43]3[CH:42]=[CH:41][C:40]4[O:35][CH2:36][CH2:37][O:38][C:39]=4[CH:44]=3)=[CH:3][C:4]=2[NH:22][C:23]([NH:25][C:26]2[C:31]([CH3:32])=[CH:30][C:29]([CH3:33])=[CH:28][C:27]=2[CH3:34])=[O:24])=[O:9])[C:12]([O:14][CH3:15])=[O:13])[CH2:21][CH2:20][CH2:19][CH2:18][CH2:17]1, predict the reactants needed to synthesize it. The reactants are: Cl[C:2]1[CH:7]=[CH:6][C:5]([C:8]([NH:10][C@@H:11]([CH:16]2[CH2:21][CH2:20][CH2:19][CH2:18][CH2:17]2)[C:12]([O:14][CH3:15])=[O:13])=[O:9])=[C:4]([NH:22][C:23]([NH:25][C:26]2[C:31]([CH3:32])=[CH:30][C:29]([CH3:33])=[CH:28][C:27]=2[CH3:34])=[O:24])[CH:3]=1.[O:35]1[C:40]2[CH:41]=[CH:42][C:43](B(O)O)=[CH:44][C:39]=2[O:38][CH2:37][CH2:36]1.[F-].[Cs+].O. (4) Given the product [N:19]1([CH2:15][CH2:16][C:17]#[C:18][C:2]2[CH:7]=[CH:6][CH:5]=[C:4]([CH2:8][N:9]3[CH2:14][CH2:13][CH2:12][CH2:11][CH2:10]3)[N:3]=2)[CH2:24][CH2:23][CH2:22][CH2:21][CH2:20]1, predict the reactants needed to synthesize it. The reactants are: Br[C:2]1[CH:7]=[CH:6][CH:5]=[C:4]([CH2:8][N:9]2[CH2:14][CH2:13][CH2:12][CH2:11][CH2:10]2)[N:3]=1.[CH2:15]([N:19]1[CH2:24][CH2:23][CH2:22][CH2:21][CH2:20]1)[CH2:16][C:17]#[CH:18].